Dataset: Forward reaction prediction with 1.9M reactions from USPTO patents (1976-2016). Task: Predict the product of the given reaction. (1) Given the reactants Cl[C:2]1[N:3]=[C:4]2[N:12]([CH2:13][C:14]([C:16]3[C:17]([CH3:22])=[N:18][O:19][C:20]=3[CH3:21])=[O:15])[C@H:11]([C:23]([F:26])([F:25])[F:24])[CH2:10][CH2:9][N:5]2[C:6](=[O:8])[CH:7]=1.Cl.[C@H:28]12[CH2:34][C@H:31]([NH:32][CH2:33]1)[CH2:30][O:29]2.C(N(CC)CC)C, predict the reaction product. The product is: [CH3:22][C:17]1[C:16]([C:14](=[O:15])[CH2:13][N:12]2[C:4]3=[N:3][C:2]([N:32]4[CH2:33][C@@H:28]5[CH2:34][C@H:31]4[CH2:30][O:29]5)=[CH:7][C:6](=[O:8])[N:5]3[CH2:9][CH2:10][C@H:11]2[C:23]([F:26])([F:25])[F:24])=[C:20]([CH3:21])[O:19][N:18]=1. (2) Given the reactants [CH3:1][C:2]([NH:11][C:12](=O)OC(C)(C)C)([CH3:10])[C:3](=O)[N:4]1[CH2:8][CH2:7][CH2:6][CH2:5]1.[H-].[H-].[H-].[H-].[Li+].[Al+3].[O-]S([O-])(=O)=O.[Na+].[Na+].[OH-].[Na+], predict the reaction product. The product is: [CH3:12][NH:11][C:2]([CH3:10])([CH3:1])[CH2:3][N:4]1[CH2:8][CH2:7][CH2:6][CH2:5]1. (3) Given the reactants [CH3:1][O:2][C:3]1[CH:4]=[C:5]2[C:10](=[CH:11][C:12]=1[OH:13])[N:9]=[CH:8][CH:7]=[C:6]2[O:14][C:15]1[CH:20]=[CH:19][C:18]([N+:21]([O-:23])=[O:22])=[CH:17][N:16]=1.[O:24]1[CH2:29][CH2:28][N:27]([CH2:30][CH2:31][CH2:32]O)[CH2:26][CH2:25]1.C1(P(C2C=CC=CC=2)C2C=CC=CC=2)C=CC=CC=1.CCOC(/N=N/C(OCC)=O)=O, predict the reaction product. The product is: [CH3:1][O:2][C:3]1[CH:4]=[C:5]2[C:10](=[CH:11][C:12]=1[O:13][CH2:32][CH2:31][CH2:30][N:27]1[CH2:28][CH2:29][O:24][CH2:25][CH2:26]1)[N:9]=[CH:8][CH:7]=[C:6]2[O:14][C:15]1[CH:20]=[CH:19][C:18]([N+:21]([O-:23])=[O:22])=[CH:17][N:16]=1.